The task is: Predict the reactants needed to synthesize the given product.. This data is from Full USPTO retrosynthesis dataset with 1.9M reactions from patents (1976-2016). (1) Given the product [CH:32]1([C:35]2[N:40]=[C:39]([NH:41][C@@H:42]3[C:50]4[C:45](=[CH:46][CH:47]=[CH:48][CH:49]=4)[CH2:44][C@@H:43]3[O:51][CH2:2][CH3:3])[C:38]([CH2:52][CH3:53])=[N:37][C:36]=2[C:54]2[CH:55]=[N:56][C:57]([N:61]([CH3:63])[CH3:62])=[CH:58][C:59]=2[CH3:60])[CH2:34][CH2:33]1, predict the reactants needed to synthesize it. The reactants are: Cl[C:2]1C=C(Cl)C=C[C:3]=1C1N=C(CC)C(N[C@@H]2C3C(=CC=CC=3)C[C@@H]2OCC)=NC=1CC.[CH:32]1([C:35]2[N:40]=[C:39]([NH:41][C@@H:42]3[C:50]4[C:45](=[CH:46][CH:47]=[CH:48][CH:49]=4)[CH2:44][C@@H:43]3[OH:51])[C:38]([CH2:52][CH3:53])=[N:37][C:36]=2[C:54]2[CH:55]=[N:56][C:57]([N:61]([CH3:63])[CH3:62])=[CH:58][C:59]=2[CH3:60])[CH2:34][CH2:33]1. (2) Given the product [Br:1][C:2]1[CH:6]=[N:5][N:4]([CH3:7])[C:3]=1[NH:8][C:9]1[CH:14]=[CH:13][C:12]([C:18]2[CH:19]=[C:20]([CH3:23])[CH:21]=[CH:22][C:17]=2[Cl:16])=[CH:11][CH:10]=1, predict the reactants needed to synthesize it. The reactants are: [Br:1][C:2]1[CH:6]=[N:5][N:4]([CH3:7])[C:3]=1[NH:8][C:9]1[CH:14]=[CH:13][C:12](I)=[CH:11][CH:10]=1.[Cl:16][C:17]1[CH:22]=[CH:21][C:20]([CH3:23])=[CH:19][C:18]=1B(O)O.C(=O)([O-])[O-].[Cs+].[Cs+].COCCOC. (3) Given the product [CH:40]1([O:39][C:32]2[C:33]([O:37][CH3:38])=[CH:34][CH:35]=[C:36]3[C:31]=2[O:30][C:29](=[O:45])[CH:28]=[C:27]3[NH:6][C:5]2[C:4]([Cl:3])=[CH:10][CH:9]=[CH:8][C:7]=2[Cl:11])[CH2:41][CH2:42][CH2:43][CH2:44]1, predict the reactants needed to synthesize it. The reactants are: [H-].[Na+].[Cl:3][C:4]1[CH:10]=[CH:9][CH:8]=[C:7]([Cl:11])[C:5]=1[NH2:6].CS(C)=O.CC1C=CC(S(O[C:27]2[C:36]3[C:31](=[C:32]([O:39][CH:40]4[CH2:44][CH2:43][CH2:42][CH2:41]4)[C:33]([O:37][CH3:38])=[CH:34][CH:35]=3)[O:30][C:29](=[O:45])[CH:28]=2)(=O)=O)=CC=1. (4) Given the product [BrH:1].[NH:4]1[C:5]2[CH:10]=[CH:9][N:8]=[CH:7][C:6]=2[CH2:2][C:3]1=[O:12], predict the reactants needed to synthesize it. The reactants are: [Br:1][C:2]1(Br)[C:6]2[CH:7]=[N:8][CH:9]=[C:10](Br)[C:5]=2[NH:4][C:3]1=[O:12].